From a dataset of Catalyst prediction with 721,799 reactions and 888 catalyst types from USPTO. Predict which catalyst facilitates the given reaction. (1) Reactant: [C:1]([NH:4][C:5]([CH2:16][C:17]([C:19]1[CH:24]=[CH:23][C:22]([O:25][C:26]2[CH:31]=[CH:30][C:29]([C:32](=[O:35])[CH2:33]Cl)=[CH:28][CH:27]=2)=[CH:21][CH:20]=1)=[O:18])([C:11]([O:13][CH2:14][CH3:15])=[O:12])[C:6]([O:8][CH2:9][CH3:10])=[O:7])(=[O:3])[CH3:2].[C:36]([OH:40])(=[O:39])[CH2:37][CH3:38].CCN(CC)CC. Product: [C:1]([NH:4][C:5]([CH2:16][C:17](=[O:18])[C:19]1[CH:24]=[CH:23][C:22]([O:25][C:26]2[CH:31]=[CH:30][C:29]([C:32](=[O:35])[CH2:33][O:40][C:36](=[O:39])[CH2:37][CH3:38])=[CH:28][CH:27]=2)=[CH:21][CH:20]=1)([C:11]([O:13][CH2:14][CH3:15])=[O:12])[C:6]([O:8][CH2:9][CH3:10])=[O:7])(=[O:3])[CH3:2]. The catalyst class is: 23. (2) Reactant: [Mg].II.[CH3:4][CH:5]([CH2:16][CH2:17][CH2:18][CH:19]([CH3:21])[CH3:20])[CH2:6][CH2:7][O:8][C:9]1[CH:10]=[C:11](Br)[CH:12]=[CH:13][CH:14]=1.C[O:23][B:24]([O:27]C)[O:25]C.S(=O)(=O)(O)O. Product: [CH3:4][CH:5]([CH2:16][CH2:17][CH2:18][CH:19]([CH3:21])[CH3:20])[CH2:6][CH2:7][O:8][C:9]1[CH:10]=[C:11]([O:23][B:24]([OH:27])[OH:25])[CH:12]=[CH:13][CH:14]=1. The catalyst class is: 7.